Dataset: Full USPTO retrosynthesis dataset with 1.9M reactions from patents (1976-2016). Task: Predict the reactants needed to synthesize the given product. (1) Given the product [N:27]1[CH:32]=[CH:31][C:30]([CH2:33][C:34]([NH:1][C:2]2[CH:7]=[CH:6][C:5]([NH:8][C:9]([C:11]3[C:12]([C:17]4[CH:22]=[CH:21][C:20]([C:23]([F:24])([F:25])[F:26])=[CH:19][CH:18]=4)=[CH:13][CH:14]=[CH:15][CH:16]=3)=[O:10])=[CH:4][CH:3]=2)=[O:35])=[N:29][CH:28]=1, predict the reactants needed to synthesize it. The reactants are: [NH2:1][C:2]1[CH:7]=[CH:6][C:5]([NH:8][C:9]([C:11]2[C:12]([C:17]3[CH:22]=[CH:21][C:20]([C:23]([F:26])([F:25])[F:24])=[CH:19][CH:18]=3)=[CH:13][CH:14]=[CH:15][CH:16]=2)=[O:10])=[CH:4][CH:3]=1.[N:27]1[CH:32]=[CH:31][C:30]([CH2:33][C:34](O)=[O:35])=[N:29][CH:28]=1.C1C=CC2N(O)N=NC=2C=1.CCN=C=NCCCN(C)C.Cl. (2) Given the product [CH2:1]([O:3][C:4](=[O:34])[C:5]([O:33][CH2:38][CH2:39][CH2:40][CH3:41])([CH3:32])[CH2:6][C:7]1[CH:8]=[CH:9][C:10]([O:13][CH2:14][CH2:15][CH:16]2[CH2:20][N:19]([CH2:21][C:22]3[CH:23]=[CH:24][C:25]([O:28][CH3:29])=[CH:26][CH:27]=3)[C:18](=[O:30])[N:17]2[CH3:31])=[CH:11][CH:12]=1)[CH3:2], predict the reactants needed to synthesize it. The reactants are: [CH2:1]([O:3][C:4](=[O:34])[C:5]([OH:33])([CH3:32])[CH2:6][C:7]1[CH:12]=[CH:11][C:10]([O:13][CH2:14][CH2:15][CH:16]2[CH2:20][N:19]([CH2:21][C:22]3[CH:27]=[CH:26][C:25]([O:28][CH3:29])=[CH:24][CH:23]=3)[C:18](=[O:30])[N:17]2[CH3:31])=[CH:9][CH:8]=1)[CH3:2].[H-].[Na+].I[CH2:38][CH2:39][CH2:40][CH3:41].C1OCCOCCOCCOCCOCCOC1. (3) Given the product [NH2:1][C:2]1[C:3]2[C:10]([C:11]3[CH:12]=[N:13][C:14]4[C:19]([CH:20]=3)=[CH:18][CH:17]=[CH:16][CH:15]=4)=[C:9]3[N:8]([C:4]=2[N:5]=[CH:6][N:7]=1)[CH2:22][C@H:23]([NH:26][C:27](=[O:33])[O:28][C:29]([CH3:32])([CH3:31])[CH3:30])[CH2:24][CH2:25]3, predict the reactants needed to synthesize it. The reactants are: [NH2:1][C:2]1[C:3]2[C:10]([C:11]3[CH:12]=[N:13][C:14]4[C:19]([CH:20]=3)=[CH:18][CH:17]=[CH:16][CH:15]=4)=[C:9](Br)[N:8]([CH2:22][C@H:23]([NH:26][C:27](=[O:33])[O:28][C:29]([CH3:32])([CH3:31])[CH3:30])[CH:24]=[CH2:25])[C:4]=2[N:5]=[CH:6][N:7]=1.NC1C2C(C3C=NC4C(C=3)=CC=CC=4)=C3N(C=2N=CN=1)C[C@@H](NC(=O)OC(C)(C)C)CC3.